This data is from Forward reaction prediction with 1.9M reactions from USPTO patents (1976-2016). The task is: Predict the product of the given reaction. (1) The product is: [OH:86][C:73]1[C:72]([C:63]([C:66]2[CH:67]=[CH:68][CH:69]=[CH:70][CH:71]=2)([CH3:65])[CH3:64])=[CH:77][C:76]([C:78]([CH2:81][C:82]([CH3:85])([CH3:84])[CH3:83])([CH3:80])[CH3:79])=[CH:75][C:74]=1[N:59]=[N:58][C:55]1[CH:56]=[CH:57][C:52]([C:46]2[CH:47]=[CH:48][CH:49]=[CH:50][CH:51]=2)=[CH:53][C:54]=1[N+:60]([O-:62])=[O:61]. Given the reactants OC1C(C2C=CC=CC=2)=CC(C(CC(C)(C)C)(C)C)=CC=1N=NC1C=CC(C2C=CC=CC=2)=CC=1[N+]([O-])=O.[OH-].[Na+].S([O-])(O)(=O)=O.[C:46]1([C:52]2[CH:57]=[CH:56][C:55]([N+:58]#[N:59])=[C:54]([N+:60]([O-:62])=[O:61])[CH:53]=2)[CH:51]=[CH:50][CH:49]=[CH:48][CH:47]=1.[C:63]([C:72]1[CH:77]=[C:76]([C:78]([CH2:81][C:82]([CH3:85])([CH3:84])[CH3:83])([CH3:80])[CH3:79])[CH:75]=[CH:74][C:73]=1[OH:86])([C:66]1[CH:71]=[CH:70][CH:69]=[CH:68][CH:67]=1)([CH3:65])[CH3:64], predict the reaction product. (2) Given the reactants [Cl:1][C:2]([Cl:23])=[CH:3][CH2:4][O:5][C:6]1[CH:20]=[C:19]([Cl:21])[C:9]([O:10][CH2:11][C:12]([O:14]C(C)(C)C)=[O:13])=[C:8]([Cl:22])[CH:7]=1.FC(F)(F)C(O)=O, predict the reaction product. The product is: [Cl:23][C:2]([Cl:1])=[CH:3][CH2:4][O:5][C:6]1[CH:7]=[C:8]([Cl:22])[C:9]([O:10][CH2:11][C:12]([OH:14])=[O:13])=[C:19]([Cl:21])[CH:20]=1. (3) Given the reactants [OH:1][C:2]1[CH:3]=[N:4][CH:5]=[CH:6][CH:7]=1.[H-].[Na+].F[C:11]1[CH:16]=[CH:15][CH:14]=[C:13]([N+:17]([O-:19])=[O:18])[CH:12]=1.[NH4+].[Cl-], predict the reaction product. The product is: [N+:17]([C:13]1[CH:12]=[C:11]([CH:16]=[CH:15][CH:14]=1)[O:1][C:2]1[CH:3]=[N:4][CH:5]=[CH:6][CH:7]=1)([O-:19])=[O:18]. (4) Given the reactants [CH3:1][C:2]([C:6]1[CH:11]=[CH:10][C:9]([S:12]([N:15]2[CH2:20][CH2:19][C:18](=O)[CH2:17][CH2:16]2)(=[O:14])=[O:13])=[CH:8][CH:7]=1)([CH3:5])[CH2:3][CH3:4].[CH:22]1[CH:27]=[C:26]([OH:28])[CH:25]=[C:24]([CH:29]([OH:32])[CH2:30][NH2:31])[CH:23]=1, predict the reaction product. The product is: [CH3:1][C:2]([C:6]1[CH:7]=[CH:8][C:9]([S:12]([N:15]2[CH2:16][CH2:17][CH:18]([NH:31][CH2:30][CH:29]([C:24]3[CH:25]=[C:26]([OH:28])[CH:27]=[CH:22][CH:23]=3)[OH:32])[CH2:19][CH2:20]2)(=[O:13])=[O:14])=[CH:10][CH:11]=1)([CH3:5])[CH2:3][CH3:4]. (5) The product is: [NH2:1][C:4]1[C:12]2[N:11]=[C:10]([C:13]3[C:14](=[O:27])[NH:15][CH:16]=[CH:17][C:18]=3[NH:19][CH2:20][C:21]3[CH:26]=[CH:25][CH:24]=[CH:23][N:22]=3)[NH:9][C:8]=2[CH:7]=[CH:6][CH:5]=1. Given the reactants [N+:1]([C:4]1[C:12]2[N:11]=[C:10]([C:13]3[C:14](=[O:27])[NH:15][CH:16]=[CH:17][C:18]=3[NH:19][CH2:20][C:21]3[CH:26]=[CH:25][CH:24]=[CH:23][N:22]=3)[NH:9][C:8]=2[CH:7]=[CH:6][CH:5]=1)([O-])=O.[H][H], predict the reaction product. (6) The product is: [C:25]([C:22]1[S:21][C:20]([O:12][C:8]2[CH:9]=[C:10]([CH3:11])[C:5]3[CH:4]([CH2:13][C:14]([O:16][CH2:17][CH3:18])=[O:15])[O:3][B:2]([OH:1])[C:6]=3[CH:7]=2)=[N:24][CH:23]=1)#[N:26]. Given the reactants [OH:1][B:2]1[C:6]2[CH:7]=[C:8]([OH:12])[CH:9]=[C:10]([CH3:11])[C:5]=2[CH:4]([CH2:13][C:14]([O:16][CH2:17][CH3:18])=[O:15])[O:3]1.Cl[C:20]1[S:21][C:22]([C:25]#[N:26])=[CH:23][N:24]=1.C(=O)([O-])[O-].[Cs+].[Cs+], predict the reaction product. (7) The product is: [CH3:1][O:2][C:3]1[CH:10]=[CH:9][C:6]([CH2:7][NH:8][C:24]2[CH:23]=[CH:22][C:21]3[C:26](=[CH:27][CH:28]=[C:19]([O:18][CH2:11][C:12]4[CH:17]=[CH:16][CH:15]=[CH:14][CH:13]=4)[CH:20]=3)[CH:25]=2)=[CH:5][CH:4]=1. Given the reactants [CH3:1][O:2][C:3]1[CH:10]=[CH:9][C:6]([CH2:7][NH2:8])=[CH:5][CH:4]=1.[CH2:11]([O:18][C:19]1[CH:28]=[CH:27][C:26]2[C:21](=[CH:22][CH:23]=[C:24](Br)[CH:25]=2)[CH:20]=1)[C:12]1[CH:17]=[CH:16][CH:15]=[CH:14][CH:13]=1.[O-]P([O-])([O-])=O.[K+].[K+].[K+].N1CCC[C@H]1C(O)=O, predict the reaction product.